Predict the product of the given reaction. From a dataset of Forward reaction prediction with 1.9M reactions from USPTO patents (1976-2016). (1) The product is: [C:45]1([CH2:51][O:52][C:53]([C:55]2([NH:61][C:30]([C:29]3[CH:33]=[CH:34][C:26]([C:24]4[N:25]=[C:21]([N:18]5[CH2:17][CH2:16][N:15]([CH3:14])[CH2:20][CH2:19]5)[S:22][CH:23]=4)=[CH:27][CH:28]=3)=[O:31])[CH2:56][CH2:57][CH2:58][CH2:59][CH2:60]2)=[O:54])[CH:46]=[CH:47][CH:48]=[CH:49][CH:50]=1. Given the reactants Cl.C(N=C=NCCCN(C)C)C.Br.[CH3:14][N:15]1[CH2:20][CH2:19][N:18]([C:21]2[S:22][CH:23]=[C:24]([C:26]3[CH:34]=[CH:33][C:29]([C:30](O)=[O:31])=[CH:28][CH:27]=3)[N:25]=2)[CH2:17][CH2:16]1.ON1C2C=CC=CC=2N=N1.[C:45]1([CH2:51][O:52][C:53]([C:55]2([NH2:61])[CH2:60][CH2:59][CH2:58][CH2:57][CH2:56]2)=[O:54])[CH:50]=[CH:49][CH:48]=[CH:47][CH:46]=1.C(N(CC)C(C)C)(C)C, predict the reaction product. (2) Given the reactants [CH2:1]([C:4]1[CH:25]=[CH:24][C:7]([NH:8][C:9]2[C:21]([F:22])=[C:20]([F:23])[CH:19]=[CH:18][C:10]=2[C:11]([NH:13][O:14][CH2:15][CH2:16][OH:17])=[O:12])=[C:6]([F:26])[CH:5]=1)[CH:2]=[CH2:3], predict the reaction product. The product is: [F:22][C:21]1[C:9]([NH:8][C:7]2[CH:24]=[CH:25][C:4]([CH2:1][CH2:2][CH3:3])=[CH:5][C:6]=2[F:26])=[C:10]([CH:18]=[CH:19][C:20]=1[F:23])[C:11]([NH:13][O:14][CH2:15][CH2:16][OH:17])=[O:12]. (3) Given the reactants [Cl:1][C:2]1[CH:3]=[CH:4][C:5]([S:33]([CH2:36][CH3:37])(=[O:35])=[O:34])=[C:6]([CH:32]=1)[CH2:7][N:8]1[C:17](=[O:18])[C:16]2[C:11](=[CH:12][C:13]([CH2:24][N:25]3[CH2:30][CH2:29][NH:28][CH2:27][CH2:26]3)=[C:14]([O:19][C:20]([F:23])([F:22])[F:21])[CH:15]=2)[NH:10][C:9]1=[O:31].[C:38]1(=O)[CH2:43][CH2:42][CH2:41][CH2:40][CH2:39]1, predict the reaction product. The product is: [Cl:1][C:2]1[CH:3]=[CH:4][C:5]([S:33]([CH2:36][CH3:37])(=[O:34])=[O:35])=[C:6]([CH:32]=1)[CH2:7][N:8]1[C:17](=[O:18])[C:16]2[C:11](=[CH:12][C:13]([CH2:24][N:25]3[CH2:26][CH2:27][N:28]([CH:38]4[CH2:43][CH2:42][CH2:41][CH2:40][CH2:39]4)[CH2:29][CH2:30]3)=[C:14]([O:19][C:20]([F:23])([F:21])[F:22])[CH:15]=2)[NH:10][C:9]1=[O:31].